From a dataset of Full USPTO retrosynthesis dataset with 1.9M reactions from patents (1976-2016). Predict the reactants needed to synthesize the given product. (1) Given the product [Br:13][C:14]1[CH:15]=[CH:16][C:17]([CH:20]([CH3:1])[C:21]([O:23][CH3:24])=[O:22])=[CH:18][CH:19]=1, predict the reactants needed to synthesize it. The reactants are: [CH:1](NC(C)C)(C)C.C([Li])CCC.[Br:13][C:14]1[CH:19]=[CH:18][C:17]([CH2:20][C:21]([O:23][CH3:24])=[O:22])=[CH:16][CH:15]=1.IC.[Cl-].[NH4+]. (2) Given the product [Cl:8][C:6]1[N:5]=[C:4]([S:9][CH2:10][C:11]2[CH:16]=[CH:15][CH:14]=[C:13]([F:17])[C:12]=2[F:18])[N:3]=[C:2]([O:19][C@@H:20]2[CH2:24][O:23][N:22]([C:25]([O:27][C:28]([CH3:31])([CH3:30])[CH3:29])=[O:26])[CH2:21]2)[CH:7]=1, predict the reactants needed to synthesize it. The reactants are: Cl[C:2]1[CH:7]=[C:6]([Cl:8])[N:5]=[C:4]([S:9][CH2:10][C:11]2[CH:16]=[CH:15][CH:14]=[C:13]([F:17])[C:12]=2[F:18])[N:3]=1.[OH:19][C@@H:20]1[CH2:24][O:23][N:22]([C:25]([O:27][C:28]([CH3:31])([CH3:30])[CH3:29])=[O:26])[CH2:21]1.[H-].[Na+].O. (3) Given the product [F:1][C:2]1[CH:3]=[C:4]([CH:5]=[CH:6][C:7]=1[O:8][C:9]1[CH:14]=[N:13][C:12]([C:15]([F:17])([F:18])[F:16])=[N:11][CH:10]=1)[CH2:19][O:20][C:22]1[CH:23]=[C:24]2[N:31]([CH3:32])[C:30]([CH3:34])([CH3:33])[CH2:29][N:25]2[C:26](=[O:28])[N:27]=1, predict the reactants needed to synthesize it. The reactants are: [F:1][C:2]1[CH:3]=[C:4]([CH2:19][OH:20])[CH:5]=[CH:6][C:7]=1[O:8][C:9]1[CH:10]=[N:11][C:12]([C:15]([F:18])([F:17])[F:16])=[N:13][CH:14]=1.Cl[C:22]1[CH:23]=[C:24]2[N:31]([CH3:32])[C:30]([CH3:34])([CH3:33])[CH2:29][N:25]2[C:26](=[O:28])[N:27]=1. (4) Given the product [Br:1][C:2]1[CH:3]=[C:4]([CH2:8][CH2:9][CH2:10][N:18]2[C:19](=[O:25])[C:20]3[NH:21][C:13]([Cl:12])=[N:14][C:15]=3[N:16]([CH2:27][CH2:28][CH2:29][CH2:30][CH3:31])[C:17]2=[O:26])[CH:5]=[CH:6][CH:7]=1, predict the reactants needed to synthesize it. The reactants are: [Br:1][C:2]1[CH:3]=[C:4]([CH2:8][CH2:9][CH2:10]O)[CH:5]=[CH:6][CH:7]=1.[Cl:12][C:13]1[N:21](CC=C)[C:20]2[C:19](=[O:25])[NH:18][C:17](=[O:26])[N:16]([CH2:27][CH2:28][CH2:29][CH2:30][CH3:31])[C:15]=2[N:14]=1.C1C=CC(P(C2C=CC=CC=2)C2C=CC=CC=2)=CC=1.C1C=CC(COC(/N=N/C(OCC2C=CC=CC=2)=O)=O)=CC=1.N1CCOCC1. (5) Given the product [CH3:9][O:8][C:7]1[C:2]([S:24][C:20]2[N:19]=[C:18]([NH2:17])[CH:23]=[CH:22][N:21]=2)=[CH:3][CH:4]=[C:5]([N:10]2[CH2:15][CH2:14][N:13]([CH3:16])[CH2:12][CH2:11]2)[N:6]=1, predict the reactants needed to synthesize it. The reactants are: I[C:2]1[CH:3]=[CH:4][C:5]([N:10]2[CH2:15][CH2:14][N:13]([CH3:16])[CH2:12][CH2:11]2)=[N:6][C:7]=1[O:8][CH3:9].[NH2:17][C:18]1[CH:23]=[CH:22][N:21]=[C:20]([SH:24])[N:19]=1.C([O-])([O-])=O.[K+].[K+].CC1C=CC2C=CC3C=CC(C)=NC=3C=2N=1. (6) Given the product [CH3:1][C:2]1[C:11]([C:12]([O:14][CH2:15][CH3:16])=[O:13])=[C:5]2[N:6]=[C:7]([Cl:19])[CH:8]=[CH:9][N:4]2[N:3]=1, predict the reactants needed to synthesize it. The reactants are: [CH3:1][C:2]1[C:11]([C:12]([O:14][CH2:15][CH3:16])=[O:13])=[C:5]2[NH:6][C:7](=O)[CH:8]=[CH:9][N:4]2[N:3]=1.P(Cl)(Cl)([Cl:19])=O. (7) Given the product [Cl:1][C:2]1[C:7]([N:8]2[CH2:13][CH2:12][N:11]([CH2:49][CH2:50][OH:51])[CH2:10][C:9]2=[O:14])=[CH:6][C:5]([C:15]#[N:16])=[CH:4][C:3]=1[NH:17][C:18]1[N:23]=[C:22]([NH:24][CH:34]2[CH2:35][CH2:36]2)[C:21]2=[N:37][CH:38]=[C:39]([C:40]#[N:41])[N:20]2[N:19]=1, predict the reactants needed to synthesize it. The reactants are: [Cl:1][C:2]1[C:7]([N:8]2[CH2:13][CH2:12][NH:11][CH2:10][C:9]2=[O:14])=[CH:6][C:5]([C:15]#[N:16])=[CH:4][C:3]=1[NH:17][C:18]1[N:23]=[C:22]([N:24]([CH:34]2[CH2:36][CH2:35]2)CC2C=CC(OC)=CC=2)[C:21]2=[N:37][CH:38]=[C:39]([C:40]#[N:41])[N:20]2[N:19]=1.C(=O)([O-])[O-].[Cs+].[Cs+].Br[CH2:49][CH2:50][O:51][Si](C(C)(C)C)(C)C. (8) Given the product [CH:6]([NH:10][C:11]([CH:12]([O:18][C:19]1[CH:24]=[CH:23][C:22]([C:25]#[N:26])=[C:21]([C:27]([F:29])([F:30])[F:28])[CH:20]=1)[C:13]([CH3:16])([CH3:17])[CH2:14][O:15][S:2]([CH3:1])(=[O:4])=[O:3])=[O:31])([CH2:8][CH3:9])[CH3:7], predict the reactants needed to synthesize it. The reactants are: [CH3:1][S:2](Cl)(=[O:4])=[O:3].[CH:6]([NH:10][C:11](=[O:31])[CH:12]([O:18][C:19]1[CH:24]=[CH:23][C:22]([C:25]#[N:26])=[C:21]([C:27]([F:30])([F:29])[F:28])[CH:20]=1)[C:13]([CH3:17])([CH3:16])[CH2:14][OH:15])([CH2:8][CH3:9])[CH3:7]. (9) Given the product [OH:1][C:2]1[N:11]=[CH:10][C:9]([C:40]2[S:41][CH:42]=[C:38]([CH3:37])[CH:39]=2)=[C:8]2[C:3]=1[CH:4]=[C:5]([C:31]1[CH:36]=[CH:35][CH:34]=[CH:33][CH:32]=1)[C:6]([C:13]1[CH:18]=[CH:17][C:16]([C:19]3([NH:23][C:24](=[O:30])[O:25][C:26]([CH3:29])([CH3:28])[CH3:27])[CH2:22][CH2:21][CH2:20]3)=[CH:15][CH:14]=1)=[N:7]2, predict the reactants needed to synthesize it. The reactants are: [OH:1][C:2]1[N:11]=[CH:10][C:9](I)=[C:8]2[C:3]=1[CH:4]=[C:5]([C:31]1[CH:36]=[CH:35][CH:34]=[CH:33][CH:32]=1)[C:6]([C:13]1[CH:18]=[CH:17][C:16]([C:19]3([NH:23][C:24](=[O:30])[O:25][C:26]([CH3:29])([CH3:28])[CH3:27])[CH2:22][CH2:21][CH2:20]3)=[CH:15][CH:14]=1)=[N:7]2.[CH3:37][C:38]1[CH:39]=[C:40](B(O)O)[S:41][CH:42]=1.C([O-])([O-])=O.[Cs+].[Cs+].